This data is from Reaction yield outcomes from USPTO patents with 853,638 reactions. The task is: Predict the reaction yield, written as a fraction of the theoretical maximum amount of product (1.0 means a 100% yield; for example, 0.34 means a 34% yield). (1) The reactants are [F:1][C:2]1[CH:3]=[C:4]2[C:9](=[N:10][C:11]=1[N:12]1[CH2:16][C:15](=[N:17][O:18][CH3:19])[CH:14](CN/C(/C)=C\C(OCC)=O)[CH2:13]1)[N:8]([CH:30]1[CH2:32][CH2:31]1)[CH:7]=[C:6]([C:33]([OH:35])=[O:34])[C:5]2=[O:36].[CH3:37][S:38]([OH:41])(=[O:40])=[O:39]. The catalyst is C(O)(C)C.O. The product is [OH2:18].[S:38]([OH:41])(=[O:40])(=[O:39])[CH3:37].[NH2:8][CH2:7][CH2:6][CH:14]1[CH2:13][N:12]([C:11]2[N:10]=[C:9]3[C:4]([C:5](=[O:36])[C:6]([C:33]([OH:35])=[O:34])=[CH:7][N:8]3[CH:30]3[CH2:31][CH2:32]3)=[CH:3][C:2]=2[F:1])[CH2:16]/[C:15]/1=[N:17]\[O:18][CH3:19].[OH2:18].[OH2:18].[NH2:10][CH2:9][CH2:4][CH:14]1[CH2:13][N:12]([C:11]2[N:10]=[C:9]3[C:4]([C:5](=[O:36])[C:6]([C:33]([OH:35])=[O:34])=[CH:7][N:8]3[CH:30]3[CH2:31][CH2:32]3)=[CH:3][C:2]=2[F:1])[CH2:16]/[C:15]/1=[N:17]\[O:18][CH3:19].[S:38]([OH:41])(=[O:40])(=[O:39])[CH3:37]. The yield is 0.724. (2) The reactants are C(N1C=CN=C1)(N1C=CN=C1)=O.[CH:13]1([C:19]2[C:20]3[CH:21]=[CH:22][C:23]([C:43](O)=[O:44])=[CH:24][C:25]=3[N:26]3[CH2:32][C:31]([C:33]([O:35][CH3:36])=[O:34])=[CH:30][C:29]4[CH:37]=[C:38]([O:41][CH3:42])[CH:39]=[CH:40][C:28]=4[C:27]=23)[CH2:18][CH2:17][CH2:16][CH2:15][CH2:14]1.[CH:46]1([S:49]([NH2:52])(=[O:51])=[O:50])[CH2:48][CH2:47]1.C1CCN2C(=NCCC2)CC1. The catalyst is C1COCC1.CCOC(C)=O. The product is [CH:13]1([C:19]2[C:20]3[CH:21]=[CH:22][C:23]([C:43](=[O:44])[NH:52][S:49]([CH:46]4[CH2:48][CH2:47]4)(=[O:51])=[O:50])=[CH:24][C:25]=3[N:26]3[CH2:32][C:31]([C:33]([O:35][CH3:36])=[O:34])=[CH:30][C:29]4[CH:37]=[C:38]([O:41][CH3:42])[CH:39]=[CH:40][C:28]=4[C:27]=23)[CH2:18][CH2:17][CH2:16][CH2:15][CH2:14]1. The yield is 0.890.